The task is: Predict the product of the given reaction.. This data is from Forward reaction prediction with 1.9M reactions from USPTO patents (1976-2016). (1) Given the reactants [Cl:1][C:2]1[C:11]2[C:6](=[CH:7][CH:8]=[C:9]([C:12]([C:20]3[N:24]([CH3:25])[CH:23]=[N:22][CH:21]=3)([CH:14]3[CH2:19][CH2:18][NH:17][CH2:16][CH2:15]3)[OH:13])[CH:10]=2)[N:5]=[C:4]([O:26][CH3:27])[C:3]=1[CH2:28][CH:29]1[CH2:34][CH2:33][O:32][CH2:31][CH2:30]1.[CH3:35][S:36](Cl)(=[O:38])=[O:37], predict the reaction product. The product is: [Cl:1][C:2]1[C:11]2[C:6](=[CH:7][CH:8]=[C:9]([C:12]([C:20]3[N:24]([CH3:25])[CH:23]=[N:22][CH:21]=3)([CH:14]3[CH2:15][CH2:16][N:17]([S:36]([CH3:35])(=[O:38])=[O:37])[CH2:18][CH2:19]3)[OH:13])[CH:10]=2)[N:5]=[C:4]([O:26][CH3:27])[C:3]=1[CH2:28][CH:29]1[CH2:30][CH2:31][O:32][CH2:33][CH2:34]1. (2) The product is: [F:28][C:2]([F:1])([C:21]1[CH:22]=[CH:23][C:24]([CH3:27])=[CH:25][CH:26]=1)[C:3]1[CH:8]=[CH:7][C:6]([CH:9]2[C:14]3=[N:15][S:16](=[O:20])(=[O:19])[CH2:17][CH2:18][N:13]3[CH2:12][CH2:11][CH2:10]2)=[CH:5][CH:4]=1. Given the reactants [F:1][C:2]([F:28])([C:21]1[CH:26]=[CH:25][C:24]([CH3:27])=[CH:23][CH:22]=1)[C:3]1[CH:8]=[CH:7][C:6]([C:9]2[C:14]3=[N:15][S:16](=[O:20])(=[O:19])[CH2:17][CH2:18][N:13]3[CH:12]=[CH:11][CH:10]=2)=[CH:5][CH:4]=1, predict the reaction product. (3) Given the reactants [Br:1][C:2]1[CH:3]=[C:4]2[C:9](=[CH:10][CH:11]=1)[NH:8][C:7](=O)[CH:6]=[CH:5]2.P(Cl)(Cl)([Cl:15])=O, predict the reaction product. The product is: [Br:1][C:2]1[CH:3]=[C:4]2[C:9](=[CH:10][CH:11]=1)[N:8]=[C:7]([Cl:15])[CH:6]=[CH:5]2. (4) The product is: [CH:20]1[C:32]2[N:31]([C:33]3[CH:34]=[C:35]([C:2]4[CH:11]=[N:10][C:9]5[C:4](=[C:5]6[CH:19]=[CH:18][CH:17]=[CH:16][C:6]6=[C:7]6[CH:15]=[CH:14][CH:13]=[CH:12][C:8]6=5)[N:3]=4)[CH:36]=[C:37]([N:39]4[C:40]5[CH:41]=[CH:42][CH:43]=[CH:44][C:45]=5[C:46]5[C:51]4=[CH:50][CH:49]=[CH:48][CH:47]=5)[CH:38]=3)[C:30]3[C:25](=[CH:26][CH:27]=[CH:28][CH:29]=3)[C:24]=2[CH:23]=[CH:22][CH:21]=1. Given the reactants Cl[C:2]1[CH:11]=[N:10][C:9]2[C:4](=[C:5]3[CH:19]=[CH:18][CH:17]=[CH:16][C:6]3=[C:7]3[CH:15]=[CH:14][CH:13]=[CH:12][C:8]3=2)[N:3]=1.[CH:20]1[C:32]2[N:31]([C:33]3[CH:34]=[C:35](B(O)O)[CH:36]=[C:37]([N:39]4[C:51]5[CH:50]=[CH:49][CH:48]=[CH:47][C:46]=5[C:45]5[C:40]4=[CH:41][CH:42]=[CH:43][CH:44]=5)[CH:38]=3)[C:30]3[C:25](=[CH:26][CH:27]=[CH:28][CH:29]=3)[C:24]=2[CH:23]=[CH:22][CH:21]=1.C(O)C.C(=O)([O-])[O-].[K+].[K+], predict the reaction product. (5) Given the reactants [CH2:1]([N:8]1[CH2:13][CH2:12][O:11][CH:10]([C:14]2[CH:19]=[CH:18][C:17]([OH:20])=[C:16]([Cl:21])[CH:15]=2)[CH2:9]1)[C:2]1[CH:7]=[CH:6][CH:5]=[CH:4][CH:3]=1.[Cl:22][C:23]1[CH:30]=[CH:29][CH:28]=[C:27]([Cl:31])[C:24]=1[CH2:25]Br.C([O-])([O-])=O.[Cs+].[Cs+], predict the reaction product. The product is: [CH2:1]([N:8]1[CH2:13][CH2:12][O:11][CH:10]([C:14]2[CH:19]=[CH:18][C:17]([O:20][CH2:25][C:24]3[C:23]([Cl:22])=[CH:30][CH:29]=[CH:28][C:27]=3[Cl:31])=[C:16]([Cl:21])[CH:15]=2)[CH2:9]1)[C:2]1[CH:3]=[CH:4][CH:5]=[CH:6][CH:7]=1. (6) Given the reactants [Cl:1][C:2]1[CH:14]=[C:13]([CH3:15])[C:12]2[C:11]3[C:6](=[CH:7][CH:8]=[CH:9][CH:10]=3)[C:5]([C:17]([F:20])([F:19])[F:18])([OH:16])[C:4]=2[CH:3]=1.[OH2:21].[Mn]([O-])(=O)(=O)=[O:23].[K+], predict the reaction product. The product is: [Cl:1][C:2]1[CH:14]=[C:13]([C:15]([OH:23])=[O:21])[C:12]2[C:11]3[C:6](=[CH:7][CH:8]=[CH:9][CH:10]=3)[C:5]([OH:16])([C:17]([F:18])([F:19])[F:20])[C:4]=2[CH:3]=1. (7) The product is: [NH2:17][C@@H:18]([CH2:19][S:20][CH2:21][C@H:22]([O:34][C:35](=[O:43])[CH2:36][CH2:37][CH2:38][CH2:39][CH2:40][CH2:41][CH3:42])[CH2:23][O:24][C:25](=[O:33])[CH2:26][CH2:27][CH2:28][CH2:29][CH2:30][CH2:31][CH3:32])[C:44](=[O:46])[NH:48][CH2:49][CH2:50][O:51][CH2:52][CH2:53][O:54][CH2:55][CH2:56][O:57][CH2:58][CH2:59][P:60](=[O:61])([OH:67])[OH:64]. Given the reactants C1C2C(COC(=O)[NH:17][C@H:18]([C:44]([OH:46])=O)[CH2:19][S:20][CH2:21][C@H:22]([O:34][C:35](=[O:43])[CH2:36][CH2:37][CH2:38][CH2:39][CH2:40][CH2:41][CH3:42])[CH2:23][O:24][C:25](=[O:33])[CH2:26][CH2:27][CH2:28][CH2:29][CH2:30][CH2:31][CH3:32])C3C(=CC=CC=3)C=2C=CC=1.[NH2:48][CH2:49][CH2:50][O:51][CH2:52][CH2:53][O:54][CH2:55][CH2:56][O:57][CH2:58][CH2:59][P:60](=[O:67])([O:64]CC)[O:61]CC, predict the reaction product.